This data is from Full USPTO retrosynthesis dataset with 1.9M reactions from patents (1976-2016). The task is: Predict the reactants needed to synthesize the given product. (1) Given the product [CH3:26][C:20]1[C:19]([C:7]2[C:8]3[C:13](=[CH:12][CH:11]=[CH:10][CH:9]=3)[C:4]([C:1]([OH:3])=[O:2])=[CH:5][CH:6]=2)=[CH:24][CH:23]=[C:22]([CH3:25])[N:21]=1, predict the reactants needed to synthesize it. The reactants are: [C:1]([C:4]1[C:13]2[C:8](=[CH:9][CH:10]=[CH:11][CH:12]=2)[C:7](B(O)O)=[CH:6][CH:5]=1)([OH:3])=[O:2].Cl.Br[C:19]1[C:20]([CH3:26])=[N:21][C:22]([CH3:25])=[CH:23][CH:24]=1.C([O-])([O-])=O.[Na+].[Na+]. (2) Given the product [F:12][C:13]1[CH:18]=[C:17]([F:19])[CH:16]=[CH:15][C:14]=1[C@:20]12[CH2:29][O:28][C@@H:27]([CH:30]([OH:31])[CH2:2][CH2:3][C:4]([CH3:6])=[CH2:5])[CH2:26][C@H:25]1[CH2:24][S:23][C:22]([NH:32][C:33](=[O:40])[C:34]1[CH:35]=[CH:36][CH:37]=[CH:38][CH:39]=1)=[N:21]2, predict the reactants needed to synthesize it. The reactants are: I[CH2:2][CH2:3][C:4]([CH3:6])=[CH2:5].C([Li])(C)(C)C.[F:12][C:13]1[CH:18]=[C:17]([F:19])[CH:16]=[CH:15][C:14]=1[C@:20]12[CH2:29][O:28][C@@H:27]([CH:30]=[O:31])[CH2:26][C@H:25]1[CH2:24][S:23][C:22]([NH:32][C:33](=[O:40])[C:34]1[CH:39]=[CH:38][CH:37]=[CH:36][CH:35]=1)=[N:21]2. (3) Given the product [C:19]([C:3]1[C:2]([NH:22][C:23]2[S:27][N:26]=[C:25]([CH3:28])[CH:24]=2)=[CH:7][C:6]([NH:8][CH:9]([CH2:13][C:14]([F:17])([F:16])[F:15])[C:10]([NH2:12])=[O:11])=[C:5]([F:18])[CH:4]=1)#[N:20], predict the reactants needed to synthesize it. The reactants are: Br[C:2]1[C:3]([C:19]#[N:20])=[CH:4][C:5]([F:18])=[C:6]([NH:8][CH:9]([CH2:13][C:14]([F:17])([F:16])[F:15])[C:10]([NH2:12])=[O:11])[CH:7]=1.Cl.[NH2:22][C:23]1[S:27][N:26]=[C:25]([CH3:28])[CH:24]=1.C([O-])([O-])=O.[K+].[K+].C1C=CC(P(C2C(C3C(P(C4C=CC=CC=4)C4C=CC=CC=4)=CC=C4C=3C=CC=C4)=C3C(C=CC=C3)=CC=2)C2C=CC=CC=2)=CC=1. (4) Given the product [CH3:8][O:9][C:10]1[CH:11]=[C:12]2[C:17](=[CH:18][CH:19]=1)[CH:16]=[C:15]([C@H:20]([CH3:29])[C:21]([O:23][CH2:24]/[CH:25]=[CH:26]\[CH2:27][O:28][C:2]([O:4][CH:5]([Cl:7])[CH3:6])=[O:3])=[O:22])[CH:14]=[CH:13]2, predict the reactants needed to synthesize it. The reactants are: Cl[C:2]([O:4][CH:5]([Cl:7])[CH3:6])=[O:3].[CH3:8][O:9][C:10]1[CH:11]=[C:12]2[C:17](=[CH:18][CH:19]=1)[CH:16]=[C:15]([C@H:20]([CH3:29])[C:21]([O:23][CH2:24]/[CH:25]=[CH:26]\[CH2:27][OH:28])=[O:22])[CH:14]=[CH:13]2.N1C=CC=CC=1.